From a dataset of Full USPTO retrosynthesis dataset with 1.9M reactions from patents (1976-2016). Predict the reactants needed to synthesize the given product. (1) Given the product [Cl:1][C:2]1[C:3]([F:31])=[C:4]([C@@H:8]2[C@:12]([C:15]3[CH:20]=[CH:19][C:18]([Cl:21])=[CH:17][C:16]=3[F:22])([C:13]#[N:14])[C@H:11]([CH2:23][C:24]([CH3:26])([CH3:27])[CH3:25])[NH:10][C@H:9]2[C:28]([NH:69][C:67]2[CH:66]=[CH:65][C:63]3[NH:64][C:60]([C:58]([O:57][CH3:56])=[O:59])=[N:61][C:62]=3[CH:68]=2)=[O:29])[CH:5]=[CH:6][CH:7]=1, predict the reactants needed to synthesize it. The reactants are: [Cl:1][C:2]1[C:3]([F:31])=[C:4]([C@@H:8]2[C@:12]([C:15]3[CH:20]=[CH:19][C:18]([Cl:21])=[CH:17][C:16]=3[F:22])([C:13]#[N:14])[C@H:11]([CH2:23][C:24]([CH3:27])([CH3:26])[CH3:25])[NH:10][C@H:9]2[C:28](O)=[O:29])[CH:5]=[CH:6][CH:7]=1.CCN(C(C)C)C(C)C.C1(P(Cl)(C2C=CC=CC=2)=O)C=CC=CC=1.[CH3:56][O:57][C:58]([C:60]1[NH:64][C:63]2[CH:65]=[CH:66][C:67]([NH2:69])=[CH:68][C:62]=2[N:61]=1)=[O:59]. (2) Given the product [CH2:8]([O:30][C:31]1[CH:32]=[C:33]([CH:38]=[C:39]([O:41][CH2:29][CH2:28][CH2:27][CH2:26][CH2:25][CH2:24][CH2:23][CH2:22][CH2:21][CH2:20][CH2:19][CH2:18][CH2:17][CH2:16][CH2:15][CH2:14][CH2:13][CH2:12][CH2:11][CH2:10][CH2:9][CH3:8])[CH:40]=1)[C:34]([O:36][CH3:37])=[O:35])[CH2:9][CH2:10][CH2:11][CH2:12][CH2:13][CH2:14][CH2:15][CH2:16][CH2:17][CH2:18][CH2:19][CH2:20][CH2:21][CH2:22][CH2:23][CH2:24][CH2:25][CH2:26][CH2:27][CH2:28][CH3:29], predict the reactants needed to synthesize it. The reactants are: C(=O)([O-])[O-].[K+].[K+].Br[CH2:8][CH2:9][CH2:10][CH2:11][CH2:12][CH2:13][CH2:14][CH2:15][CH2:16][CH2:17][CH2:18][CH2:19][CH2:20][CH2:21][CH2:22][CH2:23][CH2:24][CH2:25][CH2:26][CH2:27][CH2:28][CH3:29].[OH:30][C:31]1[CH:32]=[C:33]([CH:38]=[C:39]([OH:41])[CH:40]=1)[C:34]([O:36][CH3:37])=[O:35].